From a dataset of Forward reaction prediction with 1.9M reactions from USPTO patents (1976-2016). Predict the product of the given reaction. (1) Given the reactants [Cl:1][C:2]1[C:3]([O:30][CH2:31][CH3:32])=[C:4](/[C:17](/[CH3:29])=[CH:18]\[CH:19]=[CH:20]\[C:21](\[CH3:28])=[CH:22]\[C:23]([O:25]CC)=[O:24])[CH:5]=[C:6]2[C:11]=1[O:10][C:9]([CH3:13])([CH3:12])[CH:8]=[C:7]2[CH:14]([CH3:16])[CH3:15].[OH-].[Na+], predict the reaction product. The product is: [Cl:1][C:2]1[C:3]([O:30][CH2:31][CH3:32])=[C:4](/[C:17](/[CH3:29])=[CH:18]\[CH:19]=[CH:20]\[C:21](\[CH3:28])=[CH:22]\[C:23]([OH:25])=[O:24])[CH:5]=[C:6]2[C:11]=1[O:10][C:9]([CH3:12])([CH3:13])[CH:8]=[C:7]2[CH:14]([CH3:16])[CH3:15]. (2) Given the reactants [CH3:1][S:2](Cl)(=[O:4])=[O:3].[CH2:6]([OH:16])[C:7]1[CH:15]=[CH:14][C:13]2[O:12][CH2:11][O:10][C:9]=2[CH:8]=1.C(N(CC)CC)C.CO, predict the reaction product. The product is: [CH3:1][S:2]([O:16][CH2:6][C:7]1[CH:15]=[CH:14][C:13]2[O:12][CH2:11][O:10][C:9]=2[CH:8]=1)(=[O:4])=[O:3]. (3) Given the reactants [CH3:1][O:2]C1C=CC(N)=C([N+]([O-])=O)C=1.[N:13]1[CH:18]=[CH:17][CH:16]=[CH:15][C:14]=1[N:19]1[C:23]2[CH:24]=[CH:25][C:26](C(F)(F)F)=[CH:27][C:22]=2[N:21]=[C:20]1/[CH:32]=[CH:33]/[C:34]1[CH:39]=[CH:38][CH:37]=[CH:36][CH:35]=1.[C:40]([OH:45])(=[O:44])[C:41]([OH:43])=[O:42], predict the reaction product. The product is: [C:40]([OH:45])(=[O:44])[C:41]([OH:43])=[O:42].[N:13]1[CH:18]=[CH:17][CH:16]=[CH:15][C:14]=1[N:19]1[C:23]2[CH:24]=[CH:25][C:26]([O:2][CH3:1])=[CH:27][C:22]=2[N:21]=[C:20]1/[CH:32]=[CH:33]/[C:34]1[CH:39]=[CH:38][CH:37]=[CH:36][CH:35]=1. (4) Given the reactants [C:1]([N:4]([C:35]1[CH:40]=[CH:39][C:38]([Cl:41])=[CH:37][CH:36]=1)[C@H:5]1[C:14]2[C:9](=[CH:10][CH:11]=[CH:12][CH:13]=2)[N:8]([C:15]([C:17]2[CH:32]=[CH:31][C:20]([O:21][CH2:22][CH2:23][C:24]([CH3:30])([CH3:29])[C:25]([O:27]C)=[O:26])=[C:19]([F:33])[CH:18]=2)=[O:16])[C@@H:7]([CH3:34])[CH2:6]1)(=[O:3])[CH3:2].[Li+].[OH-], predict the reaction product. The product is: [C:1]([N:4]([C:35]1[CH:36]=[CH:37][C:38]([Cl:41])=[CH:39][CH:40]=1)[C@H:5]1[C:14]2[C:9](=[CH:10][CH:11]=[CH:12][CH:13]=2)[N:8]([C:15]([C:17]2[CH:32]=[CH:31][C:20]([O:21][CH2:22][CH2:23][C:24]([CH3:30])([CH3:29])[C:25]([OH:27])=[O:26])=[C:19]([F:33])[CH:18]=2)=[O:16])[C@@H:7]([CH3:34])[CH2:6]1)(=[O:3])[CH3:2]. (5) The product is: [Cl:18][C:11]1[CH:12]=[CH:13][C:14]([O:16][CH3:17])=[CH:15][C:10]=1[O:9][C:4]1[C:5]([OH:6])=[N:22][CH:21]=[N:23][C:3]=1[OH:2]. Given the reactants C[O:2][C:3](=O)[CH:4]([O:9][C:10]1[CH:15]=[C:14]([O:16][CH3:17])[CH:13]=[CH:12][C:11]=1[Cl:18])[C:5](OC)=[O:6].Cl.[CH:21]([NH2:23])=[NH:22], predict the reaction product. (6) Given the reactants [Cl:1][C:2]1[N:7]=[C:6](Cl)[C:5](I)=[CH:4][N:3]=1.[NH2:10][CH2:11][C:12]1[CH:17]=[CH:16][C:15]([S:18]([NH2:21])(=[O:20])=[O:19])=[CH:14][CH:13]=1.CC1(C)C(C)(C)OB([C:30]2[S:31][CH:32]=[CH:33][CH:34]=2)O1, predict the reaction product. The product is: [Cl:1][C:2]1[N:7]=[C:6]([NH:10][CH2:11][C:12]2[CH:13]=[CH:14][C:15]([S:18]([NH2:21])(=[O:19])=[O:20])=[CH:16][CH:17]=2)[C:5]([C:30]2[S:31][CH:32]=[CH:33][CH:34]=2)=[CH:4][N:3]=1. (7) Given the reactants Cl[C:2]1[N:7]=[CH:6][C:5]([C:8]2[CH:13]=[CH:12][C:11]([Cl:14])=[CH:10][CH:9]=2)=[CH:4][N:3]=1.C[O:16][C:17](=[O:32])[CH2:18][CH2:19][C:20]([C:22]1[C:30]2[C:25](=[CH:26][CH:27]=[C:28]([Cl:31])[CH:29]=2)[NH:24][CH:23]=1)=[O:21], predict the reaction product. The product is: [Cl:31][C:28]1[CH:29]=[C:30]2[C:25](=[CH:26][CH:27]=1)[N:24]([C:2]1[N:7]=[CH:6][C:5]([C:8]3[CH:13]=[CH:12][C:11]([Cl:14])=[CH:10][CH:9]=3)=[CH:4][N:3]=1)[CH:23]=[C:22]2[C:20](=[O:21])[CH2:19][CH2:18][C:17]([OH:32])=[O:16]. (8) The product is: [O:15]1[CH2:16][CH2:17][O:18][C:19]2[CH:24]=[C:23]([C:25]3[NH:6][C:4](=[O:5])[C:3]4[C:2](=[CH:10][C:9]([O:11][CH3:12])=[C:8]([O:13][CH3:14])[CH:7]=4)[N:1]=3)[CH:22]=[CH:21][C:20]1=2. Given the reactants [NH2:1][C:2]1[CH:10]=[C:9]([O:11][CH3:12])[C:8]([O:13][CH3:14])=[CH:7][C:3]=1[C:4]([NH2:6])=[O:5].[O:15]1[C:20]2[CH:21]=[CH:22][C:23]([CH:25]=O)=[CH:24][C:19]=2[O:18][CH2:17][CH2:16]1.COC1C=C(OC)C=C2C=1C(=O)NC(C1C=CC=CN=1)=N2, predict the reaction product.